From a dataset of Reaction yield outcomes from USPTO patents with 853,638 reactions. Predict the reaction yield, written as a fraction of the theoretical maximum amount of product (1.0 means a 100% yield; for example, 0.34 means a 34% yield). (1) The reactants are [C:1]([O:5][C:6]([N:8]1[CH2:13][CH2:12][O:11][C:10]2[CH:14]=[C:15](Br)[CH:16]=[N:17][C:9]1=2)=[O:7])([CH3:4])([CH3:3])[CH3:2].[C:19]([O:23]CC1C=CC=CC=1)(=[O:22])[CH:20]=[CH2:21].CC1C=CC=CC=1P(C1C=CC=CC=1C)C1C=CC=CC=1C.CCN(C(C)C)C(C)C.N#N. The catalyst is C(#N)CC.CC([O-])=O.CC([O-])=O.[Pd+2]. The product is [C:1]([O:5][C:6]([N:8]1[CH2:13][CH2:12][O:11][C:10]2[CH:14]=[C:15](/[CH:21]=[CH:20]/[C:19]([OH:23])=[O:22])[CH:16]=[N:17][C:9]1=2)=[O:7])([CH3:4])([CH3:3])[CH3:2]. The yield is 0.730. (2) The reactants are [F:1][C:2]1[CH:7]=[C:6]([F:8])[CH:5]=[CH:4][C:3]=1[OH:9].F[C:11]1[CH:16]=[CH:15][CH:14]=[CH:13][C:12]=1[N+:17]([O-:19])=[O:18].[F:20][C:21]1[CH:34]=[C:33]([F:35])[CH:32]=[CH:31][C:22]=1[O:23][C:24]1[CH:30]=[CH:29][CH:28]=[CH:27][C:25]=1[NH2:26].[NH2:36][C:37]1[S:38][CH:39]=[CH:40][N:41]=1. No catalyst specified. The product is [F:1][C:2]1[CH:7]=[C:6]([F:8])[CH:5]=[CH:4][C:3]=1[O:9][C:11]1[CH:16]=[CH:15][CH:14]=[CH:13][C:12]=1[N+:17]([O-:19])=[O:18].[F:20][C:21]1[CH:34]=[C:33]([F:35])[CH:32]=[CH:31][C:22]=1[O:23][C:24]1[CH:30]=[CH:29][CH:28]=[CH:27][C:25]=1[NH:26][C:3]([NH:36][C:37]1[S:38][CH:39]=[CH:40][N:41]=1)=[O:9]. The yield is 0.760. (3) The reactants are [CH3:1][O:2][C:3]([NH:5][C@H:6]([C@@H:11]([CH3:14])[CH2:12][CH3:13])[CH2:7]C(O)=O)=[O:4].Cl.Cl.[CH2:17]([NH:24][NH2:25])[C:18]1[CH:23]=[CH:22][CH:21]=[CH:20][CH:19]=1.C(N(C(C)C)CC)(C)C.CCN=C=NCCCN(C)C.C1C=CC2N([OH:55])N=NC=2C=1. The catalyst is C1COCC1. The product is [CH2:17]([NH:24][NH:25][C:7]([C@@H:6]([NH:5][C:3](=[O:4])[O:2][CH3:1])[C@@H:11]([CH3:14])[CH2:12][CH3:13])=[O:55])[C:18]1[CH:23]=[CH:22][CH:21]=[CH:20][CH:19]=1. The yield is 0.470. (4) The reactants are [C:1]([C:4]1[C:5]([CH3:20])=[C:6]([O:11][C:12]2[CH:19]=[CH:18][C:15]([C:16]#[N:17])=[CH:14][CH:13]=2)[C:7]([CH3:10])=[N:8][CH:9]=1)(O)=O.[NH2:21][C:22]1[CH:29]=[CH:28][C:25]([C:26]#[N:27])=[CH:24][CH:23]=1. No catalyst specified. The product is [C:16]([C:15]1[CH:18]=[CH:19][C:12]([O:11][C:6]2[C:7]([CH3:10])=[N:8][CH:9]=[C:4]([CH2:1][NH:21][C:22]3[CH:29]=[CH:28][C:25]([C:26]#[N:27])=[CH:24][CH:23]=3)[C:5]=2[CH3:20])=[CH:13][CH:14]=1)#[N:17]. The yield is 0.450.